From a dataset of Full USPTO retrosynthesis dataset with 1.9M reactions from patents (1976-2016). Predict the reactants needed to synthesize the given product. (1) Given the product [CH3:3][C:4]1[C:9]([NH2:10])=[CH:8][C:7]2[S:11][C:12]3[C:17](=[N:18][C:6]=2[CH:5]=1)[CH:16]=[CH:15][C:14](=[N+:19]([CH3:20])[CH3:21])[CH:13]=3.[Cl-:22], predict the reactants needed to synthesize it. The reactants are: C=O.[CH3:3][C:4]1[C:9]([NH2:10])=[CH:8][C:7]2=[S+:11][C:12]3[CH:13]=[C:14]([N:19]([CH3:21])[CH3:20])[CH:15]=[CH:16][C:17]=3[N:18]=[C:6]2[CH:5]=1.[Cl-:22]. (2) Given the product [CH2:14]([O:22][C:23]1[CH:28]=[CH:27][N:26]=[C:25]([CH2:29][S:1][C:2]2[NH:6][C:5]3[CH:7]=[CH:8][CH:9]=[CH:10][C:4]=3[N:3]=2)[C:24]=1[CH3:31])[CH2:15][CH2:16][CH2:17][CH2:18][CH2:19][CH2:20][CH3:21], predict the reactants needed to synthesize it. The reactants are: [SH:1][C:2]1[NH:3][C:4]2[CH:10]=[CH:9][CH:8]=[CH:7][C:5]=2[N:6]=1.C[O-].[Na+].[CH2:14]([O:22][C:23]1[CH:28]=[CH:27][N:26]=[C:25]([CH2:29]Cl)[C:24]=1[CH3:31])[CH2:15][CH2:16][CH2:17][CH2:18][CH2:19][CH2:20][CH3:21]. (3) Given the product [Br:10][CH:2]1[C:3](=[O:8])[CH2:4][CH2:5][CH2:6][CH2:7][C:1]1=[O:9], predict the reactants needed to synthesize it. The reactants are: [C:1]1(=[O:9])[CH2:7][CH2:6][CH2:5][CH2:4][C:3](=[O:8])[CH2:2]1.[Br:10]Br. (4) The reactants are: [Cl:1][C:2]1[CH:7]=[CH:6][C:5]([C:8]2([CH3:38])[C:12]([C:14]3[CH:19]=[CH:18][C:17]([Cl:20])=[CH:16][CH:15]=3)([CH3:13])[N:11]([C:21](Cl)=[O:22])[C:10]([C:24]3[CH:29]=[CH:28][C:27]([C:30]([C:33]#[N:34])([CH3:32])[CH3:31])=[CH:26][C:25]=3[O:35][CH2:36][CH3:37])=[N:9]2)=[CH:4][CH:3]=1.Cl.Cl.[N:41]1([CH2:47][CH2:48][NH:49][S:50]([CH3:53])(=[O:52])=[O:51])[CH2:46][CH2:45][NH:44][CH2:43][CH2:42]1. Given the product [Cl:1][C:2]1[CH:7]=[CH:6][C:5]([C@@:8]2([CH3:38])[C@:12]([C:14]3[CH:15]=[CH:16][C:17]([Cl:20])=[CH:18][CH:19]=3)([CH3:13])[N:11]([C:21]([N:44]3[CH2:45][CH2:46][N:41]([CH2:47][CH2:48][NH:49][S:50]([CH3:53])(=[O:52])=[O:51])[CH2:42][CH2:43]3)=[O:22])[C:10]([C:24]3[CH:29]=[CH:28][C:27]([C:30]([C:33]#[N:34])([CH3:32])[CH3:31])=[CH:26][C:25]=3[O:35][CH2:36][CH3:37])=[N:9]2)=[CH:4][CH:3]=1, predict the reactants needed to synthesize it. (5) Given the product [Br:3][C:4]1[CH:5]=[C:6]([C:13]([O:15][CH3:16])=[O:14])[C:7]2[CH:8]=[CH:9][N:10]([CH:18]([CH2:20][CH3:21])[CH3:19])[C:11]=2[CH:12]=1.[NH2:10][CH2:9][C:8]1[C:25](=[O:26])[NH:23][C:22]([CH3:18])=[CH:11][C:7]=1[CH2:6][CH2:5][CH3:4], predict the reactants needed to synthesize it. The reactants are: [H-].[Na+].[Br:3][C:4]1[CH:5]=[C:6]([C:13]([O:15][CH3:16])=[O:14])[C:7]2[CH:8]=[CH:9][NH:10][C:11]=2[CH:12]=1.Br[CH:18]([CH2:20][CH3:21])[CH3:19].[CH3:22][N:23]([CH:25]=[O:26])C.